This data is from Catalyst prediction with 721,799 reactions and 888 catalyst types from USPTO. The task is: Predict which catalyst facilitates the given reaction. Product: [Br:1][C:8]1[CH:7]=[C:6]([C:10]2[CH:15]=[C:14]([O:16][CH3:17])[C:13]([O:18][CH3:19])=[C:12]([O:20][CH3:21])[CH:11]=2)[CH:5]=[CH:4][N:9]=1. The catalyst class is: 452. Reactant: [BrH:1].CN(C)[CH:4]=[CH:5][C:6]([C:10]1[CH:15]=[C:14]([O:16][CH3:17])[C:13]([O:18][CH3:19])=[C:12]([O:20][CH3:21])[CH:11]=1)=[CH:7][C:8]#[N:9].